Dataset: Forward reaction prediction with 1.9M reactions from USPTO patents (1976-2016). Task: Predict the product of the given reaction. Given the reactants Cl[C:2]1[CH:7]=[C:6]([NH:8][C:9]2[CH:10]=[C:11]([CH:19]=[CH:20][CH:21]=2)[C:12]([O:14][C:15]([CH3:18])([CH3:17])[CH3:16])=[O:13])[N:5]2[N:22]=[CH:23][CH:24]=[C:4]2[N:3]=1.[Cl:25][C:26]1[CH:27]=[C:28]([CH:30]=[CH:31][CH:32]=1)[NH2:29].Cl.O1CCOCC1.[OH-].[Na+], predict the reaction product. The product is: [Cl:25][C:26]1[CH:27]=[C:28]([NH:29][C:2]2[CH:7]=[C:6]([NH:8][C:9]3[CH:10]=[C:11]([CH:19]=[CH:20][CH:21]=3)[C:12]([O:14][C:15]([CH3:17])([CH3:18])[CH3:16])=[O:13])[N:5]3[N:22]=[CH:23][CH:24]=[C:4]3[N:3]=2)[CH:30]=[CH:31][CH:32]=1.